Dataset: Forward reaction prediction with 1.9M reactions from USPTO patents (1976-2016). Task: Predict the product of the given reaction. (1) Given the reactants [NH2:1][C:2]1[CH:6]=[CH:5][NH:4][N:3]=1.[C:7]1([CH:13]([C:19](OCC)=[O:20])[C:14](OCC)=[O:15])[CH:12]=[CH:11][CH:10]=[CH:9][CH:8]=1, predict the reaction product. The product is: [C:7]1([C:13]2[C:14]([OH:15])=[N:1][C:2]3[N:3]([N:4]=[CH:5][CH:6]=3)[C:19]=2[OH:20])[CH:12]=[CH:11][CH:10]=[CH:9][CH:8]=1. (2) Given the reactants Cl[C:2]1[N:3]=[N:4][CH:5]=[C:6]([CH3:25])[C:7]=1[C:8]1[CH:23]=[CH:22][C:11]([O:12][C:13]2[C:18]3[CH:19]=[CH:20][O:21][C:17]=3[CH:16]=[CH:15][N:14]=2)=[CH:10][C:9]=1[CH3:24].[CH3:26][Al](C)C.C1(C)C=CC=CC=1.CO, predict the reaction product. The product is: [CH3:26][C:2]1[N:3]=[N:4][CH:5]=[C:6]([CH3:25])[C:7]=1[C:8]1[CH:23]=[CH:22][C:11]([O:12][C:13]2[C:18]3[CH:19]=[CH:20][O:21][C:17]=3[CH:16]=[CH:15][N:14]=2)=[CH:10][C:9]=1[CH3:24]. (3) Given the reactants [Br:1][C:2]([Br:20])=[C:3]([C:13]1[CH:18]=[CH:17][C:16]([F:19])=[CH:15][CH:14]=1)[C:4]1[CH:9]=[CH:8][CH:7]=[CH:6][C:5]=1[N+:10]([O-])=O, predict the reaction product. The product is: [Br:20][C:2]([Br:1])=[C:3]([C:4]1[CH:9]=[CH:8][CH:7]=[CH:6][C:5]=1[NH2:10])[C:13]1[CH:18]=[CH:17][C:16]([F:19])=[CH:15][CH:14]=1. (4) Given the reactants Cl.[NH2:2][CH2:3][C@@H:4]1[O:8][C:7](=[O:9])[N:6]([C:10]2[CH:23]=[CH:22][C:13]3[C:14]4[NH:15][N:16]=[CH:17][C:18]=4[CH2:19][CH2:20][CH2:21][C:12]=3[CH:11]=2)[CH2:5]1.C(N(CC)CC)C.Cl[C:32]([O:34][CH2:35][CH3:36])=[O:33].[C:37]([O:40][CH2:41][CH3:42])(=[O:39])C, predict the reaction product. The product is: [CH2:35]([O:34][C:32]([N:15]1[C:14]2[C:13]3[CH:22]=[CH:23][C:10]([N:6]4[CH2:5][C@H:4]([CH2:3][NH:2][C:37]([O:40][CH2:41][CH3:42])=[O:39])[O:8][C:7]4=[O:9])=[CH:11][C:12]=3[CH2:21][CH2:20][CH2:19][C:18]=2[CH:17]=[N:16]1)=[O:33])[CH3:36]. (5) Given the reactants [CH3:1][O:2][C:3]1[CH:8]=[CH:7][CH:6]=[CH:5][C:4]=1[N:9]1[CH2:14][CH2:13][C:12]([C:18]2[CH:23]=[CH:22][CH:21]=[C:20]([O:24][CH3:25])[CH:19]=2)([C:15](O)=[O:16])[CH2:11][CH2:10]1.C(Cl)(=O)C(Cl)=O.[S:32](=[O:42])(=[O:41])([O:34][C:35]1[CH:40]=[CH:39][CH:38]=[CH:37][CH:36]=1)[NH2:33].C(N(CC)CC)C, predict the reaction product. The product is: [CH3:1][O:2][C:3]1[CH:8]=[CH:7][CH:6]=[CH:5][C:4]=1[N:9]1[CH2:10][CH2:11][C:12]([C:15]([NH:33][S:32](=[O:41])(=[O:42])[O:34][C:35]2[CH:40]=[CH:39][CH:38]=[CH:37][CH:36]=2)=[O:16])([C:18]2[CH:23]=[CH:22][CH:21]=[C:20]([O:24][CH3:25])[CH:19]=2)[CH2:13][CH2:14]1. (6) The product is: [Cl:24][C:25]1[CH:34]=[CH:33][C:28]([C:29]([NH:31][NH:32][C:3]([NH:2][CH3:1])=[O:4])=[O:30])=[CH:27][CH:26]=1. Given the reactants [CH3:1][NH:2][C:3](=O)[O:4]C1C=CC([N+]([O-])=O)=CC=1.C(N(CC)C(C)C)(C)C.[Cl:24][C:25]1[CH:34]=[CH:33][C:28]([C:29]([NH:31][NH2:32])=[O:30])=[CH:27][CH:26]=1, predict the reaction product. (7) Given the reactants C([Li])CCC.[CH3:6][N:7]([CH3:13])[C:8]1[S:9][CH:10]=[CH:11][N:12]=1.[CH2:14]([Sn:18](Cl)([CH2:23][CH2:24][CH2:25][CH3:26])[CH2:19][CH2:20][CH2:21][CH3:22])[CH2:15][CH2:16][CH3:17].[Cl-].[NH4+], predict the reaction product. The product is: [CH3:6][N:7]([CH3:13])[C:8]1[S:9][C:10]([Sn:18]([CH2:19][CH2:20][CH2:21][CH3:22])([CH2:23][CH2:24][CH2:25][CH3:26])[CH2:14][CH2:15][CH2:16][CH3:17])=[CH:11][N:12]=1.